This data is from Peptide-MHC class I binding affinity with 185,985 pairs from IEDB/IMGT. The task is: Regression. Given a peptide amino acid sequence and an MHC pseudo amino acid sequence, predict their binding affinity value. This is MHC class I binding data. (1) The peptide sequence is FSIPVTFSY. The MHC is SLA-10401 with pseudo-sequence SLA-10401. The binding affinity (normalized) is 0.0847. (2) The peptide sequence is RLIWSHHHI. The MHC is HLA-B07:02 with pseudo-sequence HLA-B07:02. The binding affinity (normalized) is 0.132. (3) The peptide sequence is WQFAIHYSF. The MHC is HLA-B07:02 with pseudo-sequence HLA-B07:02. The binding affinity (normalized) is 0.0847. (4) The peptide sequence is GEFRLRGEQR. The MHC is HLA-B40:01 with pseudo-sequence HLA-B40:01. The binding affinity (normalized) is 0.330. (5) The peptide sequence is CCFHCQVC. The MHC is HLA-B08:01 with pseudo-sequence HLA-B08:01. The binding affinity (normalized) is 0. (6) The binding affinity (normalized) is 0.785. The peptide sequence is SAKTKISVEK. The MHC is HLA-A11:01 with pseudo-sequence HLA-A11:01.